This data is from Reaction yield outcomes from USPTO patents with 853,638 reactions. The task is: Predict the reaction yield, written as a fraction of the theoretical maximum amount of product (1.0 means a 100% yield; for example, 0.34 means a 34% yield). (1) The reactants are C(N(CC)CC)C.[CH3:8][N:9]1[CH2:14][CH2:13][NH:12][CH2:11][CH2:10]1.[Cl:15][C:16]1[CH:21]=[CH:20][CH:19]=[CH:18][C:17]=1[N:22]1[C:26]([C:27]2[S:31][C:30]([S:32](Cl)(=[O:34])=[O:33])=[CH:29][CH:28]=2)=[CH:25][C:24]([C:36]([F:39])([F:38])[F:37])=[N:23]1. The catalyst is CN(C1C=CN=CC=1)C.ClCCCl. The product is [Cl:15][C:16]1[CH:21]=[CH:20][CH:19]=[CH:18][C:17]=1[N:22]1[C:26]([C:27]2[S:31][C:30]([S:32]([N:12]3[CH2:13][CH2:14][N:9]([CH3:8])[CH2:10][CH2:11]3)(=[O:34])=[O:33])=[CH:29][CH:28]=2)=[CH:25][C:24]([C:36]([F:39])([F:37])[F:38])=[N:23]1. The yield is 0.540. (2) The reactants are [C:1]([O:9][C:10]1[CH:15]=[CH:14][C:13]([NH:16][C:17](=[O:19])[CH3:18])=[C:12]([OH:20])[CH:11]=1)(=[O:8])[C:2]1[CH:7]=[CH:6][CH:5]=[CH:4][CH:3]=1.[N+](C1C=C(S(O[CH2:34][C@:35]2([CH3:38])[CH2:37][O:36]2)(=O)=O)C=CC=1)([O-])=O. The catalyst is CN1CCCC1=O. The product is [C:1]([O:9][C:10]1[CH:15]=[CH:14][C:13]([NH:16][C:17](=[O:19])[CH3:18])=[C:12]([O:20][CH2:34][C@:35]2([CH3:38])[CH2:37][O:36]2)[CH:11]=1)(=[O:8])[C:2]1[CH:3]=[CH:4][CH:5]=[CH:6][CH:7]=1. The yield is 0.390. (3) The reactants are [Cl:1][C:2]1[C:7]([C:8]([F:11])([F:10])[F:9])=[CH:6][CH:5]=[C:4](Cl)[N:3]=1.[NH3:13]. No catalyst specified. The product is [Cl:1][C:2]1[N:3]=[C:4]([NH2:13])[CH:5]=[CH:6][C:7]=1[C:8]([F:11])([F:10])[F:9]. The yield is 0.460. (4) The reactants are [CH3:1][S:2]([C:5]1[CH:10]=[CH:9][C:8]([C:11]2[C:15]3[N:16]=[CH:17][N:18]=[C:19](O)[C:14]=3[O:13][N:12]=2)=[CH:7][CH:6]=1)(=[O:4])=[O:3].O=P(Cl)(Cl)[Cl:23]. No catalyst specified. The product is [Cl:23][C:19]1[C:14]2[O:13][N:12]=[C:11]([C:8]3[CH:9]=[CH:10][C:5]([S:2]([CH3:1])(=[O:4])=[O:3])=[CH:6][CH:7]=3)[C:15]=2[N:16]=[CH:17][N:18]=1. The yield is 0.801. (5) The reactants are C(OC(=O)[NH:7][CH2:8][CH2:9][CH2:10][CH2:11][C:12]1[CH:17]=[CH:16][C:15]([O:18][CH2:19][CH2:20][N:21]([CH2:29][C@@H:30]([OH:35])[C@@H:31]([OH:34])[CH2:32][OH:33])[CH2:22][C@@H:23]([OH:28])[C@@H:24]([OH:27])[CH2:25][OH:26])=[CH:14][CH:13]=1)(C)(C)C.Cl. The catalyst is C(O)C. The product is [OH:35][C@@H:30]([C@@H:31]([OH:34])[CH2:32][OH:33])[CH2:29][N:21]([CH2:22][C@@H:23]([OH:28])[C@@H:24]([OH:27])[CH2:25][OH:26])[CH2:20][CH2:19][O:18][C:15]1[CH:14]=[CH:13][C:12]([CH2:11][CH2:10][CH2:9][CH2:8][NH2:7])=[CH:17][CH:16]=1. The yield is 0.980. (6) The product is [C:56]([C:51]1[CH:52]=[C:53]2[C:48](=[C:49]([F:60])[CH:50]=1)[C:47](=[O:61])[N:46]([C:41]1[CH:42]=[C:43]([F:45])[CH:44]=[C:37]([C:6]3[CH:5]=[C:4]([NH:17][C:18]4[CH:23]=[CH:22][C:21]([N:24]5[CH2:29][CH2:28][N:27]([CH:30]6[CH2:31][O:32][CH2:33]6)[CH2:26][C@H:25]5[CH3:34])=[CH:20][N:19]=4)[C:3](=[O:35])[N:2]([CH3:1])[CH:7]=3)[C:38]=1[CH:39]=[O:40])[N:55]=[CH:54]2)([CH3:59])([CH3:57])[CH3:58]. The reactants are [CH3:1][N:2]1[CH:7]=[C:6](B2OC(C)(C)C(C)(C)O2)[CH:5]=[C:4]([NH:17][C:18]2[CH:23]=[CH:22][C:21]([N:24]3[CH2:29][CH2:28][N:27]([CH:30]4[CH2:33][O:32][CH2:31]4)[CH2:26][C@H:25]3[CH3:34])=[CH:20][N:19]=2)[C:3]1=[O:35].Br[C:37]1[CH:44]=[C:43]([F:45])[CH:42]=[C:41]([N:46]2[N:55]=[CH:54][C:53]3[C:48](=[C:49]([F:60])[CH:50]=[C:51]([C:56]([CH3:59])([CH3:58])[CH3:57])[CH:52]=3)[C:47]2=[O:61])[C:38]=1[CH:39]=[O:40].[O-]P([O-])([O-])=O.[K+].[K+].[K+].CC([O-])=O.[Na+]. The yield is 0.310. The catalyst is C1C=CC(P(C2C=CC=CC=2)[C-]2C=CC=C2)=CC=1.C1C=CC(P(C2C=CC=CC=2)[C-]2C=CC=C2)=CC=1.Cl[Pd]Cl.[Fe+2].O.CC#N.